This data is from Aqueous solubility values for 9,982 compounds from the AqSolDB database. The task is: Regression/Classification. Given a drug SMILES string, predict its absorption, distribution, metabolism, or excretion properties. Task type varies by dataset: regression for continuous measurements (e.g., permeability, clearance, half-life) or binary classification for categorical outcomes (e.g., BBB penetration, CYP inhibition). For this dataset (solubility_aqsoldb), we predict Y. (1) The molecule is O=P(O)(O)O[C@H]1[C@H](OP(=O)(O)O)[C@@H](OP(=O)(O)O)[C@H](OP(=O)(O)O)[C@@H](OP(=O)(O)O)[C@H]1OP(=O)(O)O. The Y is 0.180 log mol/L. (2) The drug is Clc1ccc(-c2cc(Cl)c(Cl)c(Cl)c2Cl)cc1. The Y is -7.31 log mol/L. (3) The compound is O=C(O)COc1c(Cl)c(Cl)c(Cl)c(Cl)c1Cl. The Y is -3.75 log mol/L.